From a dataset of Reaction yield outcomes from USPTO patents with 853,638 reactions. Predict the reaction yield, written as a fraction of the theoretical maximum amount of product (1.0 means a 100% yield; for example, 0.34 means a 34% yield). (1) The reactants are [F:1][C:2]1[CH:7]=[CH:6][CH:5]=[C:4](F)[C:3]=1[N+:9]([O-:11])=[O:10].[NH3:12]. The catalyst is CCO. The product is [F:1][C:2]1[C:3]([N+:9]([O-:11])=[O:10])=[C:4]([NH2:12])[CH:5]=[CH:6][CH:7]=1. The yield is 0.850. (2) The reactants are [C:1]1([CH2:7][CH2:8][CH2:9][CH2:10][CH2:11][CH2:12][CH2:13][CH2:14][NH:15][C:16](=[O:47])[C:17]2[CH:22]=[C:21]([C:23]3[CH:28]=[CH:27][CH:26]=[C:25]([C:29]([F:32])([F:31])[F:30])[CH:24]=3)[C:20]([O:33][CH2:34][CH2:35]Br)=[C:19]([C:37]3[CH:42]=[CH:41][CH:40]=[C:39]([C:43]([F:46])([F:45])[F:44])[CH:38]=3)[CH:18]=2)[CH:6]=[CH:5][CH:4]=[CH:3][CH:2]=1.C([O-])([O-])=O.[K+].[K+].[OH:54][C:55]1[CH:64]=[C:63]([OH:65])[CH:62]=[CH:61][C:56]=1[C:57]([O:59][CH3:60])=[O:58]. The catalyst is CC(C)=O. The product is [CH3:60][O:59][C:57](=[O:58])[C:56]1[CH:61]=[CH:62][C:63]([O:65][CH2:35][CH2:34][O:33][C:20]2[C:21]([C:23]3[CH:28]=[CH:27][CH:26]=[C:25]([C:29]([F:32])([F:31])[F:30])[CH:24]=3)=[CH:22][C:17]([C:16](=[O:47])[NH:15][CH2:14][CH2:13][CH2:12][CH2:11][CH2:10][CH2:9][CH2:8][CH2:7][C:1]3[CH:6]=[CH:5][CH:4]=[CH:3][CH:2]=3)=[CH:18][C:19]=2[C:37]2[CH:42]=[CH:41][CH:40]=[C:39]([C:43]([F:46])([F:45])[F:44])[CH:38]=2)=[CH:64][C:55]=1[OH:54]. The yield is 0.600. (3) The reactants are [CH3:1][C:2]1[C:10]2[C:5](=[C:6]([C:11]([F:14])([F:13])[F:12])[CH:7]=[CH:8][CH:9]=2)[NH:4][C:3]=1[C:15](OCC)=[O:16].[H-].[H-].[H-].[H-].[Li+].[Al+3]. The catalyst is C1COCC1. The product is [CH3:1][C:2]1[C:10]2[C:5](=[C:6]([C:11]([F:14])([F:12])[F:13])[CH:7]=[CH:8][CH:9]=2)[NH:4][C:3]=1[CH2:15][OH:16]. The yield is 0.570. (4) The reactants are [F:1][C:2]1[CH:7]=[CH:6][CH:5]=[C:4]([F:8])[C:3]=1[OH:9].[N+:10]([O-])([OH:12])=[O:11].O. The catalyst is C(O)(=O)C. The product is [F:1][C:2]1[CH:7]=[C:6]([N+:10]([O-:12])=[O:11])[CH:5]=[C:4]([F:8])[C:3]=1[OH:9]. The yield is 0.510. (5) The reactants are FC(F)C(O)=O.[F:7][CH:8]([F:19])[C:9]([NH:11][NH:12][C:13]1[CH:18]=[N:17][CH:16]=[CH:15][N:14]=1)=O.N. No catalyst specified. The product is [F:7][CH:8]([F:19])[C:9]1[N:14]2[CH:15]=[CH:16][N:17]=[CH:18][C:13]2=[N:12][N:11]=1. The yield is 0.300. (6) The reactants are Br[C:2]1[CH:7]=[CH:6][C:5]([C:8]2([C:11]3[N:15]4[CH2:16][CH2:17][S:18][C@:19]([CH2:22][O:23][Si:24]([C:27]([CH3:30])([CH3:29])[CH3:28])([CH3:26])[CH3:25])([CH3:21])[CH2:20][C:14]4=[N:13][N:12]=3)[CH2:10][CH2:9]2)=[CH:4][CH:3]=1.[O:31]1[CH:35]=[CH:34][N:33]=[CH:32]1.CC(C)([O-])C.[Li+].[Cl-].[NH4+]. The catalyst is O1CCOCC1.C1C=CC([P]([Pd]([P](C2C=CC=CC=2)(C2C=CC=CC=2)C2C=CC=CC=2)([P](C2C=CC=CC=2)(C2C=CC=CC=2)C2C=CC=CC=2)[P](C2C=CC=CC=2)(C2C=CC=CC=2)C2C=CC=CC=2)(C2C=CC=CC=2)C2C=CC=CC=2)=CC=1. The product is [Si:24]([O:23][CH2:22][C@:19]1([CH3:21])[S:18][CH2:17][CH2:16][N:15]2[C:11]([C:8]3([C:5]4[CH:6]=[CH:7][C:2]([C:32]5[O:31][CH:35]=[CH:34][N:33]=5)=[CH:3][CH:4]=4)[CH2:10][CH2:9]3)=[N:12][N:13]=[C:14]2[CH2:20]1)([C:27]([CH3:30])([CH3:29])[CH3:28])([CH3:26])[CH3:25]. The yield is 0.860. (7) The reactants are [F:1][C:2]1[CH:3]=[C:4]2[C:8](=[CH:9][CH:10]=1)[N:7]([CH2:11][C:12]1[CH:17]=[CH:16][C:15]([O:18][CH3:19])=[CH:14][CH:13]=1)[C:6](=[O:20])[C:5]2=O. The catalyst is O.NN.C(O)C.O. The product is [F:1][C:2]1[CH:3]=[C:4]2[C:8](=[CH:9][CH:10]=1)[N:7]([CH2:11][C:12]1[CH:17]=[CH:16][C:15]([O:18][CH3:19])=[CH:14][CH:13]=1)[C:6](=[O:20])[CH2:5]2. The yield is 0.900.